Dataset: Full USPTO retrosynthesis dataset with 1.9M reactions from patents (1976-2016). Task: Predict the reactants needed to synthesize the given product. The reactants are: [CH3:1][C:2]([C:6]1[CH:11]=[C:10]([CH3:12])[CH:9]=[CH:8][N:7]=1)([CH3:5])[C:3]#[N:4].[O-:13][Mn](=O)(=O)=O.[K+].[OH2:19]. Given the product [C:3]([C:2]([C:6]1[CH:11]=[C:10]([CH:9]=[CH:8][N:7]=1)[C:12]([OH:13])=[O:19])([CH3:1])[CH3:5])#[N:4], predict the reactants needed to synthesize it.